This data is from Forward reaction prediction with 1.9M reactions from USPTO patents (1976-2016). The task is: Predict the product of the given reaction. (1) Given the reactants N1CCCC[CH2:2]1.C=O.[CH:9]1([CH:15]([C:19]([OH:21])=[O:20])[C:16](O)=O)[CH2:14][CH2:13][CH2:12][CH2:11][CH2:10]1, predict the reaction product. The product is: [CH3:2][O:21][C:19](=[O:20])[C:15]([CH:9]1[CH2:14][CH2:13][CH2:12][CH2:11][CH2:10]1)=[CH2:16]. (2) Given the reactants C(OC([N:8]1[CH:17]([C:18](O)=[O:19])[CH2:16][C:15]2[CH:14]=[C:13]3[O:21][CH2:22][C@H:23]([C:25]4[CH:30]=[CH:29][C:28]([O:31][CH2:32][C:33]5[CH:38]=[CH:37][C:36]([Cl:39])=[C:35]([Cl:40])[CH:34]=5)=[CH:27][CH:26]=4)[O:24][C:12]3=[CH:11][C:10]=2[CH2:9]1)=O)(C)(C)C.[CH3:41][O:42][C:43](=[O:59])[C@@H:44]([NH2:58])[CH2:45][C:46]1[CH:51]=[CH:50][C:49]([C:52]2[CH:57]=[CH:56][CH:55]=[CH:54][CH:53]=2)=[CH:48][CH:47]=1, predict the reaction product. The product is: [ClH:39].[CH3:41][O:42][C:43](=[O:59])[C@@H:44]([NH:58][C:18]([CH:17]1[CH2:16][C:15]2[CH:14]=[C:13]3[O:21][CH2:22][C@H:23]([C:25]4[CH:26]=[CH:27][C:28]([O:31][CH2:32][C:33]5[CH:38]=[CH:37][C:36]([Cl:39])=[C:35]([Cl:40])[CH:34]=5)=[CH:29][CH:30]=4)[O:24][C:12]3=[CH:11][C:10]=2[CH2:9][NH:8]1)=[O:19])[CH2:45][C:46]1[CH:51]=[CH:50][C:49]([C:52]2[CH:57]=[CH:56][CH:55]=[CH:54][CH:53]=2)=[CH:48][CH:47]=1. (3) Given the reactants [C:1]([O:5][C:6]([NH:8][CH2:9][C:10]1[CH:24]=[CH:23][C:22]([Cl:25])=[CH:21][C:11]=1[CH2:12][NH:13][C:14](=[O:20])[C@@H:15]1[CH2:19][CH2:18][CH2:17][NH:16]1)=[O:7])([CH3:4])([CH3:3])[CH3:2].[C:26](O)(=[O:41])[C:27]([C:35]1[CH:40]=[CH:39][CH:38]=[CH:37][CH:36]=1)([C:29]1[CH:34]=[CH:33][CH:32]=[CH:31][CH:30]=1)[OH:28].CN1CCOCC1.CN([P+](ON1N=NC2C=CC=CC1=2)(N(C)C)N(C)C)C.F[P-](F)(F)(F)(F)F, predict the reaction product. The product is: [C:29]1([C:27]([C:35]2[CH:40]=[CH:39][CH:38]=[CH:37][CH:36]=2)([OH:28])[C:26]([N:16]2[CH2:17][CH2:18][CH2:19][C@H:15]2[C:14]([NH:13][CH2:12][C:11]2[CH:21]=[C:22]([Cl:25])[CH:23]=[CH:24][C:10]=2[CH2:9][NH:8][C:6]([O:5][C:1]([CH3:4])([CH3:2])[CH3:3])=[O:7])=[O:20])=[O:41])[CH:30]=[CH:31][CH:32]=[CH:33][CH:34]=1. (4) Given the reactants [F:1][C:2]1[CH:7]=[CH:6][C:5]([O:8][CH3:9])=[CH:4][C:3]=1[C:10]1[C:19]([O:20][CH2:21][CH:22]([CH3:24])[CH3:23])=[CH:18][C:13]([C:14]([O:16][CH3:17])=[O:15])=[CH:12][N:11]=1.NC(N)=[O:27].OO.FC(F)(F)C(OC(=O)C(F)(F)F)=O.C(=O)([O-])O.[Na+], predict the reaction product. The product is: [F:1][C:2]1[CH:7]=[CH:6][C:5]([O:8][CH3:9])=[CH:4][C:3]=1[C:10]1[C:19]([O:20][CH2:21][CH:22]([CH3:24])[CH3:23])=[CH:18][C:13]([C:14]([O:16][CH3:17])=[O:15])=[CH:12][N+:11]=1[O-:27]. (5) Given the reactants [Cl:1]C(OC)=O.[C:6]([O:10][C:11](=[O:20])[NH:12][CH:13]1[CH2:18][CH2:17][CH:16]([NH2:19])[CH2:15][CH2:14]1)(C)(C)C.N1C=CC=CC=1, predict the reaction product. The product is: [ClH:1].[CH3:6][O:10][C:11](=[O:20])[NH:12][CH:13]1[CH2:18][CH2:17][CH:16]([NH2:19])[CH2:15][CH2:14]1. (6) Given the reactants [CH3:1][C:2]1[N:7]=[C:6]2[S:8][C:9]3[CH:15]=[CH:14][CH:13]=[CH:12][CH2:11][C:10]=3[C:5]2=[C:4]([C:16]2[CH:21]=[CH:20][C:19]([CH3:22])=[CH:18][CH:17]=2)[C:3]=1[CH:23]([CH2:28][CH2:29][CH3:30])[C:24]([O:26]C)=[O:25].[OH-].[Na+], predict the reaction product. The product is: [CH3:1][C:2]1[N:7]=[C:6]2[S:8][C:9]3[CH:15]=[CH:14][CH:13]=[CH:12][CH2:11][C:10]=3[C:5]2=[C:4]([C:16]2[CH:17]=[CH:18][C:19]([CH3:22])=[CH:20][CH:21]=2)[C:3]=1[CH:23]([CH2:28][CH2:29][CH3:30])[C:24]([OH:26])=[O:25]. (7) Given the reactants [Cl:1][C:2]1[CH:7]=[C:6](Cl)[N:5]=[C:4]([C:9]2[S:10][CH:11]=[CH:12][N:13]=2)[CH:3]=1.B(O)(O)[C:15]1[CH:16]=[CH:17][C:18]([CH3:21])=[CH:19][CH:20]=1.[O-]P([O-])([O-])=O.[K+].[K+].[K+].C1COCC1, predict the reaction product. The product is: [Cl:1][C:2]1[CH:7]=[C:6]([C:15]2[CH:20]=[CH:19][C:18]([CH3:21])=[CH:17][CH:16]=2)[N:5]=[C:4]([C:9]2[S:10][CH:11]=[CH:12][N:13]=2)[CH:3]=1.